This data is from Reaction yield outcomes from USPTO patents with 853,638 reactions. The task is: Predict the reaction yield, written as a fraction of the theoretical maximum amount of product (1.0 means a 100% yield; for example, 0.34 means a 34% yield). The reactants are [Cl:1][C:2]1[CH:3]=[C:4]([C:8]2[C:17](C=O)=[CH:16][C:15]([O:20][CH3:21])=[C:14]3[C:9]=2[CH:10]=[N:11][C:12]([NH:22][CH3:23])=[N:13]3)[CH:5]=[CH:6][CH:7]=1.[C:24](O)(=O)[CH2:25][C:26]([OH:28])=[O:27].N1CCCCC1.Cl. The catalyst is N1C=CC=CC=1.O. The product is [C:26](/[CH:25]=[CH:24]/[C:17]1[C:8]([C:4]2[CH:5]=[CH:6][CH:7]=[C:2]([Cl:1])[CH:3]=2)=[C:9]2[C:14](=[C:15]([O:20][CH3:21])[CH:16]=1)[N:13]=[C:12]([NH:22][CH3:23])[N:11]=[CH:10]2)([OH:28])=[O:27]. The yield is 0.940.